This data is from Reaction yield outcomes from USPTO patents with 853,638 reactions. The task is: Predict the reaction yield, written as a fraction of the theoretical maximum amount of product (1.0 means a 100% yield; for example, 0.34 means a 34% yield). (1) The reactants are [Br:1][C:2]1[CH:8]=[CH:7][C:5]([NH2:6])=[CH:4][C:3]=1[CH3:9].[C:10]1(=O)[O:15][C:13](=[O:14])[CH:12]=[CH:11]1. The catalyst is C(O)(=O)C. The product is [Br:1][C:2]1[CH:8]=[CH:7][C:5]([N:6]2[C:13](=[O:14])[CH:12]=[CH:11][C:10]2=[O:15])=[CH:4][C:3]=1[CH3:9]. The yield is 0.740. (2) The reactants are [C:1]([C:4]1[CH:11]=[CH:10][C:7]([CH:8]=[O:9])=[CH:6][CH:5]=1)([OH:3])=O.C(Cl)(=O)C(Cl)=O.[C:18]([NH:22][CH2:23][CH2:24][C:25]([O:27][C:28]([CH3:31])([CH3:30])[CH3:29])=[O:26])([CH3:21])([CH3:20])[CH3:19].C(N(CC)CC)C. The catalyst is ClCCl.CN(C)C=O. The product is [C:18]([N:22]([CH2:23][CH2:24][C:25]([O:27][C:28]([CH3:31])([CH3:30])[CH3:29])=[O:26])[C:1](=[O:3])[C:4]1[CH:11]=[CH:10][C:7]([CH:8]=[O:9])=[CH:6][CH:5]=1)([CH3:21])([CH3:20])[CH3:19]. The yield is 1.00. (3) The reactants are [Cl:1][C:2]1[CH:3]=[CH:4][N:5]2[CH:10]=[C:9]([CH:11](O)[CH3:12])[N:8]([C:14]3[CH:19]=[CH:18][CH:17]=[C:16]([F:20])[CH:15]=3)[C:7](=[O:21])[C:6]=12.C1C=CC(P([N:36]=[N+:37]=[N-:38])(C2C=CC=CC=2)=O)=CC=1.C1CCN2C(=NCCC2)CC1. The catalyst is C1COCC1. The product is [N:36]([CH:11]([C:9]1[N:8]([C:14]2[CH:19]=[CH:18][CH:17]=[C:16]([F:20])[CH:15]=2)[C:7](=[O:21])[C:6]2[N:5]([CH:4]=[CH:3][C:2]=2[Cl:1])[CH:10]=1)[CH3:12])=[N+:37]=[N-:38]. The yield is 0.390. (4) The reactants are [C:1]1([Mg]Br)[CH:6]=[CH:5][CH:4]=[CH:3][CH:2]=1.Cl[C:10]1[N:15]=[C:14]([O:16][CH3:17])[N:13]=[C:12]([O:18][CH3:19])[N:11]=1. The catalyst is C1COCC1. The product is [C:1]1([C:10]2[N:15]=[C:14]([O:16][CH3:17])[N:13]=[C:12]([O:18][CH3:19])[N:11]=2)[CH:6]=[CH:5][CH:4]=[CH:3][CH:2]=1. The yield is 0.630. (5) The reactants are [CH2:1]([O:3][C:4](=[O:15])[C:5]1[CH:10]=[CH:9][CH:8]=[C:7]([N+:11]([O-:13])=[O:12])[C:6]=1Cl)[CH3:2].[CH:16]1([NH2:22])[CH2:21][CH2:20][CH2:19][CH2:18][CH2:17]1. The catalyst is C(#N)C. The product is [CH2:1]([O:3][C:4](=[O:15])[C:5]1[CH:10]=[CH:9][CH:8]=[C:7]([N+:11]([O-:13])=[O:12])[C:6]=1[NH:22][CH:16]1[CH2:21][CH2:20][CH2:19][CH2:18][CH2:17]1)[CH3:2]. The yield is 0.950. (6) The reactants are C(O[C:6]([NH:8][CH2:9][CH2:10][O:11][C:12](=[O:36])[CH2:13][O:14][C:15]1[CH:20]=[CH:19][C:18]([CH2:21][CH2:22][CH2:23][CH2:24][NH:25][C:26]([O:28][CH2:29][C:30]2[CH:35]=[CH:34][CH:33]=[CH:32][CH:31]=2)=[O:27])=[CH:17][CH:16]=1)=O)(C)(C)C.[CH2:37](OC(NCCC[CH2:37][C:38]1C=CC(OCC(O)=O)=[CH:40][CH:39]=1)=O)[C:38]1C=CC=[CH:40][CH:39]=1. No catalyst specified. The product is [N:8]1([CH2:9][CH2:10][O:11][C:12](=[O:36])[CH2:13][O:14][C:15]2[CH:16]=[CH:17][C:18]([CH2:21][CH2:22][CH2:23][CH2:24][NH:25][C:26]([O:28][CH2:29][C:30]3[CH:31]=[CH:32][CH:33]=[CH:34][CH:35]=3)=[O:27])=[CH:19][CH:20]=2)[CH2:6][CH2:40][CH2:39][CH2:38][CH2:37]1. The yield is 0.600.